Dataset: Catalyst prediction with 721,799 reactions and 888 catalyst types from USPTO. Task: Predict which catalyst facilitates the given reaction. Reactant: [CH2:1]([OH:4])[C:2]#[CH:3].[H-].[Na+].Cl[C:8]1[S:9][CH:10]=[C:11]([C:13]([O:15][CH2:16][CH3:17])=[O:14])[N:12]=1.[Cl-].[NH4+]. Product: [CH2:1]([O:4][C:8]1[S:9][CH:10]=[C:11]([C:13]([O:15][CH2:16][CH3:17])=[O:14])[N:12]=1)[C:2]#[CH:3]. The catalyst class is: 7.